This data is from Full USPTO retrosynthesis dataset with 1.9M reactions from patents (1976-2016). The task is: Predict the reactants needed to synthesize the given product. (1) Given the product [Cl:20][C:21]1[CH:22]=[C:23]([NH:24][C:17](=[O:19])/[CH:16]=[CH:15]/[C:8]2[CH:9]=[CH:10][C:11]([N+:12]([O-:14])=[O:13])=[C:6]([OH:5])[CH:7]=2)[CH:25]=[CH:26][CH:27]=1, predict the reactants needed to synthesize it. The reactants are: S(Cl)(Cl)=O.[OH:5][C:6]1[CH:7]=[C:8](/[CH:15]=[CH:16]/[C:17]([OH:19])=O)[CH:9]=[CH:10][C:11]=1[N+:12]([O-:14])=[O:13].[Cl:20][C:21]1[CH:22]=[C:23]([CH:25]=[CH:26][CH:27]=1)[NH2:24]. (2) Given the product [CH3:6][C:4]([O:7][C@H:8]([CH3:43])[C@@H:9]([C:39]([OH:41])=[O:40])[NH:10][C:11]([C:13]1[CH:18]=[CH:17][C:16]([C:19]2[CH:24]=[CH:23][CH:22]=[C:21]([F:25])[CH:20]=2)=[CH:15][C:14]=1[NH:26][C:27]([NH:29][C:30]1[C:31]([CH3:38])=[CH:32][C:33]([CH3:37])=[CH:34][C:35]=1[CH3:36])=[O:28])=[O:12])([CH3:3])[CH3:5], predict the reactants needed to synthesize it. The reactants are: [OH-].[Li+].[CH3:3][C:4]([O:7][C@H:8]([CH3:43])[C@@H:9]([C:39]([O:41]C)=[O:40])[NH:10][C:11]([C:13]1[CH:18]=[CH:17][C:16]([C:19]2[CH:24]=[CH:23][CH:22]=[C:21]([F:25])[CH:20]=2)=[CH:15][C:14]=1[NH:26][C:27]([NH:29][C:30]1[C:35]([CH3:36])=[CH:34][C:33]([CH3:37])=[CH:32][C:31]=1[CH3:38])=[O:28])=[O:12])([CH3:6])[CH3:5].CO.O. (3) Given the product [O:24]1[C:23]2([CH2:28][CH2:29][CH:20]([O:19][C:14]3[CH:15]=[C:16]4[C:11](=[CH:12][C:13]=3[O:30][CH3:31])[N:10]=[CH:9][NH:8][C:17]4=[O:18])[CH2:21][CH2:22]2)[O:27][CH2:26][CH2:25]1, predict the reactants needed to synthesize it. The reactants are: C([N:8]1[C:17](=[O:18])[C:16]2[C:11](=[CH:12][C:13]([O:30][CH3:31])=[C:14]([O:19][CH:20]3[CH2:29][CH2:28][C:23]4([O:27][CH2:26][CH2:25][O:24]4)[CH2:22][CH2:21]3)[CH:15]=2)[N:10]=[CH:9]1)C1C=CC=CC=1.[H][H]. (4) Given the product [F:1][C:2]1[CH:7]=[CH:6][C:5]([C@@H:8]2[C:12]3([CH2:13][CH2:14][N:15]([CH2:22][C@@H:21]([NH:23][C:24](=[O:30])[O:25][C:26]([CH3:27])([CH3:29])[CH3:28])[CH3:20])[CH2:16][CH2:17]3)[C:11](=[O:18])[NH:10][CH2:9]2)=[CH:4][CH:3]=1, predict the reactants needed to synthesize it. The reactants are: [F:1][C:2]1[CH:7]=[CH:6][C:5]([C@@H:8]2[C:12]3([CH2:17][CH2:16][NH:15][CH2:14][CH2:13]3)[C:11](=[O:18])[NH:10][CH2:9]2)=[CH:4][CH:3]=1.O=[CH:20][C@@H:21]([NH:23][C:24](=[O:30])[O:25][C:26]([CH3:29])([CH3:28])[CH3:27])[CH3:22].C1COCC1.C(O[BH-](OC(=O)C)OC(=O)C)(=O)C.[Na+]. (5) Given the product [CH2:18]([O:20][N:21]=[C:22]1[CH2:28][CH:27]2[N:29]([CH2:2][C@@H:3]([CH3:16])[CH2:4][N:5]3[C:10]4[CH:11]=[CH:12][CH:13]=[CH:14][C:9]=4[O:8][CH2:7][C:6]3=[O:15])[CH:24]([CH2:25][CH2:26]2)[CH2:23]1)[CH3:19], predict the reactants needed to synthesize it. The reactants are: I[CH2:2][C@@H:3]([CH3:16])[CH2:4][N:5]1[C:10]2[CH:11]=[CH:12][CH:13]=[CH:14][C:9]=2[O:8][CH2:7][C:6]1=[O:15].[Cl-].[CH2:18]([O:20][N:21]=[C:22]1[CH2:28][CH:27]2[NH2+:29][CH:24]([CH2:25][CH2:26]2)[CH2:23]1)[CH3:19].C([O-])([O-])=O.[K+].[K+].O.